Dataset: Full USPTO retrosynthesis dataset with 1.9M reactions from patents (1976-2016). Task: Predict the reactants needed to synthesize the given product. (1) The reactants are: F[C:2]1[CH:7]=[CH:6][C:5]([C:8]([F:11])([F:10])[F:9])=[CH:4][C:3]=1[C:12]([F:15])([F:14])[F:13].[NH:16]1[CH2:21][CH2:20][CH:19]([CH2:22][OH:23])[CH2:18][CH2:17]1.C(=O)([O-])[O-].[K+].[K+].O.C(OCC)(=O)C. Given the product [F:13][C:12]([F:15])([F:14])[C:3]1[CH:4]=[C:5]([C:8]([F:11])([F:10])[F:9])[CH:6]=[CH:7][C:2]=1[N:16]1[CH2:21][CH2:20][CH:19]([CH2:22][OH:23])[CH2:18][CH2:17]1, predict the reactants needed to synthesize it. (2) Given the product [CH3:48][O:47][CH:39]([C:40]1([CH3:46])[CH2:45][CH2:44][CH2:43][CH2:42][CH2:41]1)[C:30]1[CH:31]=[CH:32][C:33]([C:35]([F:38])([F:37])[F:36])=[CH:34][C:29]=1[CH2:28][N:7]([CH2:6][C:5]1[CH:4]=[C:3]([C:2]([F:1])([F:21])[F:22])[CH:16]=[C:15]([C:17]([F:19])([F:20])[F:18])[CH:14]=1)[C:8]1[N:9]=[N:10][N:11]([CH3:13])[N:12]=1, predict the reactants needed to synthesize it. The reactants are: [F:1][C:2]([F:22])([F:21])[C:3]1[CH:4]=[C:5]([CH:14]=[C:15]([C:17]([F:20])([F:19])[F:18])[CH:16]=1)[CH2:6][NH:7][C:8]1[N:9]=[N:10][N:11]([CH3:13])[N:12]=1.[H-].[Na+].[H][H].Br[CH2:28][C:29]1[CH:34]=[C:33]([C:35]([F:38])([F:37])[F:36])[CH:32]=[CH:31][C:30]=1[CH:39]([O:47][CH3:48])[C:40]1([CH3:46])[CH2:45][CH2:44][CH2:43][CH2:42][CH2:41]1.[Cl-].[Li+]. (3) Given the product [OH:8][C:9]1[CH:14]=[CH:13][CH:12]=[CH:11][C:10]=1[C:15]1[CH:20]=[C:19]([CH3:21])[N:18]=[CH:17][C:16]=1[N:22]([CH3:39])[C:23](=[O:38])[C:24]1[CH:29]=[C:28]([C:30]([F:32])([F:33])[F:31])[CH:27]=[C:26]([S:34]([CH3:37])(=[O:36])=[O:35])[CH:25]=1, predict the reactants needed to synthesize it. The reactants are: C([O:8][C:9]1[CH:14]=[CH:13][CH:12]=[CH:11][C:10]=1[C:15]1[CH:20]=[C:19]([CH3:21])[N:18]=[CH:17][C:16]=1[N:22]([CH3:39])[C:23](=[O:38])[C:24]1[CH:29]=[C:28]([C:30]([F:33])([F:32])[F:31])[CH:27]=[C:26]([S:34]([CH3:37])(=[O:36])=[O:35])[CH:25]=1)C1C=CC=CC=1. (4) Given the product [CH2:12]([O:14][C:15](=[O:29])[CH2:16][CH:17]1[CH2:23][CH2:22][CH2:21][C:20]2[CH:24]=[C:25]([O:28][CH2:9][CH2:8][NH:7][C:6]([O:5][C:1]([CH3:4])([CH3:3])[CH3:2])=[O:11])[CH:26]=[CH:27][C:19]=2[CH2:18]1)[CH3:13], predict the reactants needed to synthesize it. The reactants are: [C:1]([O:5][C:6](=[O:11])[NH:7][CH2:8][CH2:9]Br)([CH3:4])([CH3:3])[CH3:2].[CH2:12]([O:14][C:15](=[O:29])[CH2:16][CH:17]1[CH2:23][CH2:22][CH2:21][C:20]2[CH:24]=[C:25]([OH:28])[CH:26]=[CH:27][C:19]=2[CH2:18]1)[CH3:13]. (5) Given the product [Br:17][C:18]1[CH:23]=[CH:22][C:21]([S:24]([NH:1][C:2]2[CH:7]=[CH:6][C:5]([Cl:8])=[CH:4][C:3]=2[C:9]([C:11]2[CH:12]=[N:13][CH:14]=[CH:15][CH:16]=2)=[O:10])(=[O:26])=[O:25])=[CH:20][C:19]=1[F:28], predict the reactants needed to synthesize it. The reactants are: [NH2:1][C:2]1[CH:7]=[CH:6][C:5]([Cl:8])=[CH:4][C:3]=1[C:9]([C:11]1[CH:12]=[N:13][CH:14]=[CH:15][CH:16]=1)=[O:10].[Br:17][C:18]1[CH:23]=[CH:22][C:21]([S:24](Cl)(=[O:26])=[O:25])=[CH:20][C:19]=1[F:28]. (6) Given the product [CH3:1][C:2]1[CH:3]=[CH:4][C:5]([S:8]([O:11][CH2:12][CH2:13][CH:14]2[CH2:18][C:17]3([CH2:19][CH2:24][CH2:23][CH2:20]3)[C:16](=[O:21])[O:15]2)(=[O:10])=[O:9])=[CH:6][CH:7]=1, predict the reactants needed to synthesize it. The reactants are: [CH3:1][C:2]1[CH:7]=[CH:6][C:5]([S:8]([O:11][CH2:12][CH2:13][CH:14]2[CH2:18][C:17]([CH3:20])([CH3:19])[C:16](=[O:21])[O:15]2)(=[O:10])=[O:9])=[CH:4][CH:3]=1.O[CH2:23][CH2:24]C1CC2(CCCC2)C(=O)O1.OCCC1OC(=O)C(C)(C)C1. (7) Given the product [Cl:1][C:2]1[CH:10]=[CH:9][CH:8]=[C:7]([I:11])[C:3]=1[CH2:4][OH:5], predict the reactants needed to synthesize it. The reactants are: [Cl:1][C:2]1[CH:10]=[CH:9][CH:8]=[C:7]([I:11])[C:3]=1[C:4](O)=[O:5].B.O1CCCC1.CO.Cl.